This data is from Reaction yield outcomes from USPTO patents with 853,638 reactions. The task is: Predict the reaction yield, written as a fraction of the theoretical maximum amount of product (1.0 means a 100% yield; for example, 0.34 means a 34% yield). (1) The reactants are [OH:1][CH2:2][CH2:3][N:4]([CH3:16])[C:5]1[CH:15]=[CH:14][C:8]([C:9]([O:11][CH2:12][CH3:13])=[O:10])=[CH:7][CH:6]=1.[H-].[Na+].[CH3:19]I.O. The catalyst is CN(C=O)C. The product is [CH3:19][O:1][CH2:2][CH2:3][N:4]([CH3:16])[C:5]1[CH:15]=[CH:14][C:8]([C:9]([O:11][CH2:12][CH3:13])=[O:10])=[CH:7][CH:6]=1. The yield is 0.720. (2) The reactants are [C:1]([C:6]1[CH:26]=[CH:25][C:9]([O:10][CH:11]([CH2:17][CH2:18][CH2:19][CH2:20][CH2:21][CH2:22][CH2:23][CH3:24])[C:12]([O:14]CC)=[O:13])=[CH:8][CH:7]=1)(=[O:5])[CH2:2][CH2:3][CH3:4].[OH-].[Li+]. No catalyst specified. The product is [C:1]([C:6]1[CH:26]=[CH:25][C:9]([O:10][CH:11]([CH2:17][CH2:18][CH2:19][CH2:20][CH2:21][CH2:22][CH2:23][CH3:24])[C:12]([OH:14])=[O:13])=[CH:8][CH:7]=1)(=[O:5])[CH2:2][CH2:3][CH3:4]. The yield is 0.290. (3) The reactants are [CH3:1][O:2][C:3]1[C:12]2[C:7](=[CH:8][CH:9]=[CH:10][CH:11]=2)[C:6]([O:13][CH3:14])=[C:5]([C:15]([O:17]CC)=O)[C:4]=1[CH3:20].BrN1C(=O)CCC1=O.C(OOCC1C=CC=CC=1)C1C=CC=CC=1.[NH2:45][C:46]1[CH:51]=[CH:50][C:49]([CH2:52][C:53]([OH:55])=[O:54])=[CH:48][CH:47]=1.C(N(CC)CC)C.S(S([O-])=O)([O-])(=O)=O.[Na+].[Na+]. The catalyst is C(Cl)(Cl)(Cl)Cl.C(O)(=O)C.CN(C=O)C. The product is [CH3:1][O:2][C:3]1[C:4]2[CH2:20][N:45]([C:46]3[CH:47]=[CH:48][C:49]([CH2:52][C:53]([OH:55])=[O:54])=[CH:50][CH:51]=3)[C:15](=[O:17])[C:5]=2[C:6]([O:13][CH3:14])=[C:7]2[CH:8]=[CH:9][CH:10]=[CH:11][C:12]=12. The yield is 0.150. (4) The reactants are Cl[C:2]1[CH:3]=[CH:4][N:5]2[C:10]([C:11]=1[CH3:12])=[C:9]([CH:13]1[CH2:15][CH2:14]1)[CH:8]=[C:7]([C:16]([O:18][CH3:19])=[O:17])[C:6]2=[O:20].[C:21]([C:23]1[CH:28]=[CH:27][C:26](B(O)O)=[CH:25][CH:24]=1)#[N:22]. No catalyst specified. The product is [C:21]([C:23]1[CH:28]=[CH:27][C:26]([C:2]2[CH:3]=[CH:4][N:5]3[C:10]([C:11]=2[CH3:12])=[C:9]([CH:13]2[CH2:15][CH2:14]2)[CH:8]=[C:7]([C:16]([O:18][CH3:19])=[O:17])[C:6]3=[O:20])=[CH:25][CH:24]=1)#[N:22]. The yield is 0.940.